From a dataset of TCR-epitope binding with 47,182 pairs between 192 epitopes and 23,139 TCRs. Binary Classification. Given a T-cell receptor sequence (or CDR3 region) and an epitope sequence, predict whether binding occurs between them. The epitope is SSNVANYQK. The TCR CDR3 sequence is CASSQGSEKLFF. Result: 1 (the TCR binds to the epitope).